Dataset: Catalyst prediction with 721,799 reactions and 888 catalyst types from USPTO. Task: Predict which catalyst facilitates the given reaction. (1) Reactant: [NH2:1][C:2]1[S:3][C:4]([C:8]([NH:10][CH2:11][C:12]2[CH:13]=[N:14][CH:15]=[CH:16][CH:17]=2)=[O:9])=[C:5]([CH3:7])[N:6]=1.[C:18](N1C=CN=C1)(N1C=CN=C1)=[O:19].[F:30][C:31]1[CH:45]=[CH:44][C:34]([CH2:35][CH2:36][NH:37][CH2:38][CH:39]([O:42][CH3:43])[O:40][CH3:41])=[CH:33][CH:32]=1. Product: [CH3:43][O:42][CH:39]([O:40][CH3:41])[CH2:38][N:37]([CH2:36][CH2:35][C:34]1[CH:33]=[CH:32][C:31]([F:30])=[CH:45][CH:44]=1)[C:18](=[O:19])[NH:1][C:2]1[S:3][C:4]([C:8]([NH:10][CH2:11][C:12]2[CH:13]=[N:14][CH:15]=[CH:16][CH:17]=2)=[O:9])=[C:5]([CH3:7])[N:6]=1. The catalyst class is: 7. (2) Reactant: [Cl:1][C:2]1[CH:7]=[CH:6][C:5]([C@H:8]2[CH2:12][CH2:11][C@H:10]([C:13]3[CH:18]=[CH:17][C:16]([Cl:19])=[C:15]([N+:20]([O-:22])=[O:21])[CH:14]=3)[N:9]2[C:23]2[CH:28]=[CH:27][C:26](I)=[CH:25][CH:24]=2)=[CH:4][C:3]=1[N+:30]([O-:32])=[O:31].CC1(C)C(C)(C)OB([C:41]2[CH:42]=[CH:43][C:44]([N:47]3[CH2:52][CH2:51][O:50][CH2:49][CH2:48]3)=[N:45][CH:46]=2)O1.P([O-])([O-])([O-])=O.[K+].[K+].[K+].O. Product: [Cl:1][C:2]1[CH:7]=[CH:6][C:5]([C@H:8]2[CH2:12][CH2:11][C@H:10]([C:13]3[CH:18]=[CH:17][C:16]([Cl:19])=[C:15]([N+:20]([O-:22])=[O:21])[CH:14]=3)[N:9]2[C:23]2[CH:28]=[CH:27][C:26]([C:41]3[CH:42]=[CH:43][C:44]([N:47]4[CH2:48][CH2:49][O:50][CH2:51][CH2:52]4)=[N:45][CH:46]=3)=[CH:25][CH:24]=2)=[CH:4][C:3]=1[N+:30]([O-:32])=[O:31]. The catalyst class is: 443. (3) Reactant: [C:1]([O:5][C@@H:6]([C:12]1[C:41]([CH3:42])=[N:40][C:39]2=[CH:43][C:36]3=[N:37][N:38]2[C:13]=1[N:14]1[CH2:47][CH2:46][C:17]([CH3:48])([O:18][CH2:19][CH:20]=[CH:21][CH2:22][C@@H:23]([CH3:45])[O:24][C:25]2[CH:26]=[CH:27][CH:28]=[CH:29][C:30]=2[CH2:31][C:32]2[S:44][C:35]3=[N:34][CH:33]=2)[CH2:16][CH2:15]1)[C:7]([O:9]CC)=[O:8])([CH3:4])([CH3:3])[CH3:2].[H][H].[OH-].[Na+]. Product: [C:1]([O:5][C@@H:6]([C:12]1[C:41]([CH3:42])=[N:40][C:39]2=[CH:43][C:36]3=[N:37][N:38]2[C:13]=1[N:14]1[CH2:15][CH2:16][C:17]([CH3:48])([O:18][CH2:19][CH2:20][CH2:21][CH2:22][C@@H:23]([CH3:45])[O:24][C:25]2[CH:26]=[CH:27][CH:28]=[CH:29][C:30]=2[CH2:31][C:32]2[S:44][C:35]3=[N:34][CH:33]=2)[CH2:46][CH2:47]1)[C:7]([OH:9])=[O:8])([CH3:4])([CH3:2])[CH3:3]. The catalyst class is: 19. (4) Reactant: O.[NH2:2][NH2:3].C(O[CH:7]=[C:8]([C:14](=O)[C:15]([F:18])([F:17])[F:16])[C:9]([O:11][CH2:12][CH3:13])=[O:10])C. Product: [F:16][C:15]([F:18])([F:17])[C:14]1[C:8]([C:9]([O:11][CH2:12][CH3:13])=[O:10])=[CH:7][NH:3][N:2]=1. The catalyst class is: 8.